Dataset: CYP3A4 inhibition data for predicting drug metabolism from PubChem BioAssay. Task: Regression/Classification. Given a drug SMILES string, predict its absorption, distribution, metabolism, or excretion properties. Task type varies by dataset: regression for continuous measurements (e.g., permeability, clearance, half-life) or binary classification for categorical outcomes (e.g., BBB penetration, CYP inhibition). Dataset: cyp3a4_veith. (1) The drug is COc1ccc(C(=O)Nc2ccc(Cl)cc2C(=O)NCCN2CCOCC2)cc1. The result is 1 (inhibitor). (2) The compound is O=S(=O)(O)n1ccnc1.c1c[nH]cn1. The result is 0 (non-inhibitor). (3) The molecule is CC[C@]1(OC(=O)CN)C(=O)OCc2c1cc1n(c2=O)Cc2cc3ccccc3nc2-1.Cl. The result is 0 (non-inhibitor). (4) The result is 1 (inhibitor). The compound is CCNc1ncc2nc(C)c(=O)n(Cc3cccs3)c2n1. (5) The molecule is Cc1cnc(CNc2nc(-c3cccnc3)nc3ccccc23)cn1. The result is 1 (inhibitor). (6) The molecule is O=S(=O)(c1ccccc1)n1ccc2cccnc21. The result is 0 (non-inhibitor).